This data is from Full USPTO retrosynthesis dataset with 1.9M reactions from patents (1976-2016). The task is: Predict the reactants needed to synthesize the given product. (1) Given the product [CH3:1][N:2]1[CH:6]=[CH:5][C:4]([NH:7][C:8]([C:10]2[CH:20]=[C:19]([O:21][C:37]3[CH:38]=[CH:39][C:34]([C:32]([N:28]4[CH2:31][CH2:30][CH2:29]4)=[O:33])=[C:35]([F:41])[CH:36]=3)[C:13]3[CH2:14][C:15]([CH3:18])([CH3:17])[O:16][C:12]=3[CH:11]=2)=[O:9])=[N:3]1.[CH3:1][N:2]1[CH:6]=[CH:5][C:4]([NH:7][C:8]([C:10]2[CH:20]=[C:19]([O:21][C:35]3[CH:36]=[C:37]([F:40])[CH:38]=[CH:39][C:34]=3[C:32]([N:28]3[CH2:31][CH2:30][CH2:29]3)=[O:33])[C:13]3[CH2:14][C:15]([CH3:18])([CH3:17])[O:16][C:12]=3[CH:11]=2)=[O:9])=[N:3]1, predict the reactants needed to synthesize it. The reactants are: [CH3:1][N:2]1[CH:6]=[CH:5][C:4]([NH:7][C:8]([C:10]2[CH:20]=[C:19]([OH:21])[C:13]3[CH2:14][C:15]([CH3:18])([CH3:17])[O:16][C:12]=3[CH:11]=2)=[O:9])=[N:3]1.C([O-])([O-])=O.[Cs+].[Cs+].[N:28]1([C:32]([C:34]2[CH:39]=[CH:38][C:37]([F:40])=[CH:36][C:35]=2[F:41])=[O:33])[CH2:31][CH2:30][CH2:29]1. (2) Given the product [ClH:22].[Br:1][C:2]1[CH:20]=[CH:19][C:5]([C:6]2[C:16]3[C:11](=[CH:12][C:13]([O:17][CH3:18])=[CH:14][CH:15]=3)[CH2:10][CH2:9][N:8]=2)=[CH:4][CH:3]=1, predict the reactants needed to synthesize it. The reactants are: [Br:1][C:2]1[CH:20]=[CH:19][C:5]([C:6]([NH:8][CH2:9][CH2:10][C:11]2[CH:16]=[CH:15][CH:14]=[C:13]([O:17][CH3:18])[CH:12]=2)=O)=[CH:4][CH:3]=1.P(Cl)(Cl)(Cl)(Cl)[Cl:22].CCCCCC. (3) Given the product [C:7]([O:11][C:12]([N:14]1[CH2:19][CH2:18][N:17]([C:20]2[N:28]([C:29]3[CH:34]=[CH:33][CH:32]=[CH:31][C:30]=3[CH:35]=[CH2:1])[C:27]3[C:26](=[O:37])[N:25]([CH3:38])[C:24](=[O:39])[N:23]([CH3:40])[C:22]=3[N:21]=2)[CH2:16][CH2:15]1)=[O:13])([CH3:9])([CH3:10])[CH3:8], predict the reactants needed to synthesize it. The reactants are: [CH3:1]C(C)([O-])C.[K+].[C:7]([O:11][C:12]([N:14]1[CH2:19][CH2:18][N:17]([C:20]2[N:28]([C:29]3[CH:34]=[CH:33][CH:32]=[CH:31][C:30]=3[CH:35]=O)[C:27]3[C:26](=[O:37])[N:25]([CH3:38])[C:24](=[O:39])[N:23]([CH3:40])[C:22]=3[N:21]=2)[CH2:16][CH2:15]1)=[O:13])([CH3:10])([CH3:9])[CH3:8]. (4) Given the product [F:19][C:20]1[CH:21]=[C:22]([CH:23]=[C:24]([F:26])[CH:25]=1)[O:27][C:2]1[CH:3]=[CH:4][C:5]([N+:10]([O-:12])=[O:11])=[C:6]([CH:9]=1)[C:7]#[N:8], predict the reactants needed to synthesize it. The reactants are: F[C:2]1[CH:3]=[CH:4][C:5]([N+:10]([O-:12])=[O:11])=[C:6]([CH:9]=1)[C:7]#[N:8].C(=O)([O-])[O-].[Cs+].[Cs+].[F:19][C:20]1[CH:21]=[C:22]([OH:27])[CH:23]=[C:24]([F:26])[CH:25]=1.O. (5) Given the product [F:13][C:14]1[CH:19]=[C:18]([F:20])[CH:17]=[CH:16][C:15]=1[S:21]([NH:1][C:2]1[S:3][CH:4]=[CH:5][N:6]=1)(=[O:23])=[O:22], predict the reactants needed to synthesize it. The reactants are: [NH2:1][C:2]1[S:3][CH:4]=[CH:5][N:6]=1.N1C=CC=CC=1.[F:13][C:14]1[CH:19]=[C:18]([F:20])[CH:17]=[CH:16][C:15]=1[S:21](Cl)(=[O:23])=[O:22]. (6) Given the product [CH2:18]([O:17][C:13](=[O:16])[CH2:14][O:15][C:5]1[CH:4]=[C:3]([Cl:12])[C:2]([Cl:1])=[CH:7][C:6]=1[N+:8]([O-:10])=[O:9])[CH3:19], predict the reactants needed to synthesize it. The reactants are: [Cl:1][C:2]1[CH:7]=[C:6]([N+:8]([O-:10])=[O:9])[C:5](F)=[CH:4][C:3]=1[Cl:12].[C:13]([O:17][CH2:18][CH3:19])(=[O:16])[CH2:14][OH:15].[F-].[K+].FC(F)(F)C(O)=O. (7) Given the product [CH3:12][C:13]1[NH:10][C:6]2[CH:7]=[CH:8][CH:9]=[C:4]([N+:1]([O-:3])=[O:2])[C:5]=2[N:11]=1, predict the reactants needed to synthesize it. The reactants are: [N+:1]([C:4]1[CH:9]=[CH:8][CH:7]=[C:6]([NH2:10])[C:5]=1[NH2:11])([O-:3])=[O:2].[CH3:12][C:13](=O)CC(=O)C.